From a dataset of Forward reaction prediction with 1.9M reactions from USPTO patents (1976-2016). Predict the product of the given reaction. (1) Given the reactants [CH3:1][C:2]1[N:25]([CH3:26])[C:5]2[CH:6]=[C:7]([C:22]([OH:24])=O)[C:8]3[CH2:9][CH2:10][C:11]4([NH:20][C:21]=3[C:4]=2[N:3]=1)[CH2:19][C:18]1[C:13](=[CH:14][CH:15]=[CH:16][CH:17]=1)[CH2:12]4.F[B-](F)(F)F.[N:32]1(OC(N(C)C)=[N+](C)C)[C:36]2[CH:37]=[CH:38][CH:38]=[CH:37][C:36]=2[N:32]=N1.C1(N)CC1, predict the reaction product. The product is: [CH:36]1([NH:32][C:22]([C:7]2[C:8]3[CH2:9][CH2:10][C:11]4([NH:20][C:21]=3[C:4]3[N:3]=[C:2]([CH3:1])[N:25]([CH3:26])[C:5]=3[CH:6]=2)[CH2:19][C:18]2[C:13](=[CH:14][CH:15]=[CH:16][CH:17]=2)[CH2:12]4)=[O:24])[CH2:37][CH2:38]1. (2) Given the reactants C1(C2C(O[C@@H]3CCCNC3)=CC(F)=C(C=2)C(OC)=O)CC1.[CH:22]1([C:25]2[C:26]([O:39][CH2:40][CH:41]3[CH2:46][CH2:45][NH:44][CH2:43][CH2:42]3)=[CH:27][C:28]([F:38])=[C:29]([CH:37]=2)[C:30]([O:32][C:33]([CH3:36])([CH3:35])[CH3:34])=[O:31])[CH2:24][CH2:23]1.ClC1C=C(C(Cl)C)C=C(Cl)C=1.Cl[CH2:59][C:60]1[CH:65]=[C:64]([C:66]([F:69])([F:68])[F:67])[CH:63]=[C:62]([CH:70]2[CH2:72][CH2:71]2)[N:61]=1, predict the reaction product. The product is: [CH:22]1([C:25]2[C:26]([O:39][CH2:40][CH:41]3[CH2:42][CH2:43][N:44]([CH2:59][C:60]4[CH:65]=[C:64]([C:66]([F:69])([F:68])[F:67])[CH:63]=[C:62]([CH:70]5[CH2:72][CH2:71]5)[N:61]=4)[CH2:45][CH2:46]3)=[CH:27][C:28]([F:38])=[C:29]([CH:37]=2)[C:30]([O:32][C:33]([CH3:35])([CH3:36])[CH3:34])=[O:31])[CH2:24][CH2:23]1.